From a dataset of NCI-60 drug combinations with 297,098 pairs across 59 cell lines. Regression. Given two drug SMILES strings and cell line genomic features, predict the synergy score measuring deviation from expected non-interaction effect. (1) Drug 1: C1=C(C(=O)NC(=O)N1)F. Drug 2: C1CN1P(=S)(N2CC2)N3CC3. Cell line: UACC-257. Synergy scores: CSS=12.1, Synergy_ZIP=-5.50, Synergy_Bliss=-6.98, Synergy_Loewe=-5.47, Synergy_HSA=-5.19. (2) Drug 1: COC1=NC(=NC2=C1N=CN2C3C(C(C(O3)CO)O)O)N. Drug 2: CC1CCC2CC(C(=CC=CC=CC(CC(C(=O)C(C(C(=CC(C(=O)CC(OC(=O)C3CCCCN3C(=O)C(=O)C1(O2)O)C(C)CC4CCC(C(C4)OC)O)C)C)O)OC)C)C)C)OC. Cell line: SK-MEL-28. Synergy scores: CSS=16.5, Synergy_ZIP=-2.45, Synergy_Bliss=3.09, Synergy_Loewe=-4.12, Synergy_HSA=2.55. (3) Drug 2: CC1=C(N=C(N=C1N)C(CC(=O)N)NCC(C(=O)N)N)C(=O)NC(C(C2=CN=CN2)OC3C(C(C(C(O3)CO)O)O)OC4C(C(C(C(O4)CO)O)OC(=O)N)O)C(=O)NC(C)C(C(C)C(=O)NC(C(C)O)C(=O)NCCC5=NC(=CS5)C6=NC(=CS6)C(=O)NCCC[S+](C)C)O. Cell line: BT-549. Synergy scores: CSS=-7.19, Synergy_ZIP=0.499, Synergy_Bliss=2.79, Synergy_Loewe=-12.3, Synergy_HSA=-2.93. Drug 1: CN(C)C1=NC(=NC(=N1)N(C)C)N(C)C. (4) Drug 1: C1=CC(=CC=C1C#N)C(C2=CC=C(C=C2)C#N)N3C=NC=N3. Drug 2: C1=NC2=C(N=C(N=C2N1C3C(C(C(O3)CO)O)F)Cl)N. Cell line: K-562. Synergy scores: CSS=11.1, Synergy_ZIP=1.13, Synergy_Bliss=4.49, Synergy_Loewe=-14.1, Synergy_HSA=-7.07. (5) Drug 1: CC(CN1CC(=O)NC(=O)C1)N2CC(=O)NC(=O)C2. Cell line: UACC-257. Drug 2: CCC1(CC2CC(C3=C(CCN(C2)C1)C4=CC=CC=C4N3)(C5=C(C=C6C(=C5)C78CCN9C7C(C=CC9)(C(C(C8N6C)(C(=O)OC)O)OC(=O)C)CC)OC)C(=O)OC)O.OS(=O)(=O)O. Synergy scores: CSS=22.4, Synergy_ZIP=-5.92, Synergy_Bliss=-1.84, Synergy_Loewe=-23.2, Synergy_HSA=-1.91. (6) Drug 1: CN(C)C1=NC(=NC(=N1)N(C)C)N(C)C. Drug 2: CC(C)(C#N)C1=CC(=CC(=C1)CN2C=NC=N2)C(C)(C)C#N. Cell line: K-562. Synergy scores: CSS=-8.37, Synergy_ZIP=2.87, Synergy_Bliss=-7.68, Synergy_Loewe=-9.67, Synergy_HSA=-11.9. (7) Drug 1: CC1=C2C(C(=O)C3(C(CC4C(C3C(C(C2(C)C)(CC1OC(=O)C(C(C5=CC=CC=C5)NC(=O)OC(C)(C)C)O)O)OC(=O)C6=CC=CC=C6)(CO4)OC(=O)C)OC)C)OC. Drug 2: CC1=C2C(C(=O)C3(C(CC4C(C3C(C(C2(C)C)(CC1OC(=O)C(C(C5=CC=CC=C5)NC(=O)C6=CC=CC=C6)O)O)OC(=O)C7=CC=CC=C7)(CO4)OC(=O)C)O)C)OC(=O)C. Cell line: HL-60(TB). Synergy scores: CSS=97.8, Synergy_ZIP=19.5, Synergy_Bliss=19.3, Synergy_Loewe=11.7, Synergy_HSA=21.9. (8) Drug 1: C1CC(=O)NC(=O)C1N2CC3=C(C2=O)C=CC=C3N. Drug 2: CS(=O)(=O)OCCCCOS(=O)(=O)C. Cell line: SR. Synergy scores: CSS=49.2, Synergy_ZIP=-3.38, Synergy_Bliss=0.432, Synergy_Loewe=2.09, Synergy_HSA=3.30. (9) Drug 1: CS(=O)(=O)CCNCC1=CC=C(O1)C2=CC3=C(C=C2)N=CN=C3NC4=CC(=C(C=C4)OCC5=CC(=CC=C5)F)Cl. Drug 2: C1C(C(OC1N2C=NC(=NC2=O)N)CO)O. Cell line: OVCAR-5. Synergy scores: CSS=5.70, Synergy_ZIP=2.54, Synergy_Bliss=4.08, Synergy_Loewe=0.304, Synergy_HSA=-0.209. (10) Drug 1: C1CCN(CC1)CCOC2=CC=C(C=C2)C(=O)C3=C(SC4=C3C=CC(=C4)O)C5=CC=C(C=C5)O. Drug 2: CC1CCCC2(C(O2)CC(NC(=O)CC(C(C(=O)C(C1O)C)(C)C)O)C(=CC3=CSC(=N3)C)C)C. Cell line: OVCAR3. Synergy scores: CSS=5.30, Synergy_ZIP=-2.09, Synergy_Bliss=-1.18, Synergy_Loewe=-14.2, Synergy_HSA=-3.37.